This data is from Peptide-MHC class I binding affinity with 185,985 pairs from IEDB/IMGT. The task is: Regression. Given a peptide amino acid sequence and an MHC pseudo amino acid sequence, predict their binding affinity value. This is MHC class I binding data. (1) The MHC is H-2-Kb with pseudo-sequence H-2-Kb. The peptide sequence is PNFNQYEAM. The binding affinity (normalized) is 0.346. (2) The peptide sequence is YLDNVGVHI. The MHC is HLA-A01:01 with pseudo-sequence HLA-A01:01. The binding affinity (normalized) is 0.213.